Dataset: Catalyst prediction with 721,799 reactions and 888 catalyst types from USPTO. Task: Predict which catalyst facilitates the given reaction. (1) Product: [O:1]1[C:5]2[CH:6]=[CH:7][CH:8]=[CH:9][C:4]=2[C:3]([NH:10][C:11]([N:13]2[CH2:14][CH2:15][N:16]([CH2:19][C:20]3[CH:25]=[CH:24][CH:23]=[C:22]([C:26]#[CH:27])[CH:21]=3)[CH2:17][CH2:18]2)=[O:12])=[N:2]1. The catalyst class is: 5. Reactant: [O:1]1[C:5]2[CH:6]=[CH:7][CH:8]=[CH:9][C:4]=2[C:3]([NH:10][C:11]([N:13]2[CH2:18][CH2:17][N:16]([CH2:19][C:20]3[CH:25]=[CH:24][CH:23]=[C:22]([C:26]#[C:27][Si](C)(C)C)[CH:21]=3)[CH2:15][CH2:14]2)=[O:12])=[N:2]1.C(=O)([O-])[O-].[K+].[K+]. (2) Reactant: O1CCC[CH2:2]1.[Cl:6][C:7]1[CH:16]=[C:15]2[C:10]([CH2:11][CH2:12][C:13](=[O:30])[N:14]2[CH:17]2[CH2:22][CH2:21][N:20]([C:23]([O:25][C:26]([CH3:29])([CH3:28])[CH3:27])=[O:24])[CH2:19][CH2:18]2)=[N:9][CH:8]=1.C[Si](C)(C)[N-][Si](C)(C)C.[Li+].CI. Product: [Cl:6][C:7]1[CH:16]=[C:15]2[C:10]([CH2:11][CH:12]([CH3:2])[C:13](=[O:30])[N:14]2[CH:17]2[CH2:22][CH2:21][N:20]([C:23]([O:25][C:26]([CH3:27])([CH3:29])[CH3:28])=[O:24])[CH2:19][CH2:18]2)=[N:9][CH:8]=1. The catalyst class is: 69. (3) Reactant: [OH:1][C:2]1[CH:11]=[N:10][C:9]2[C:4](=[CH:5][CH:6]=[CH:7][CH:8]=2)[N:3]=1.[I-].C[N+]1C=CN([C:19](=[O:28])[N:20]([CH3:27])[C:21]2[CH:26]=[CH:25][CH:24]=[CH:23][CH:22]=2)C=1.C(N(CC)CC)C. Product: [N:3]1[C:4]2[C:9](=[CH:8][CH:7]=[CH:6][CH:5]=2)[N:10]=[CH:11][C:2]=1[O:1][C:19](=[O:28])[N:20]([CH3:27])[C:21]1[CH:26]=[CH:25][CH:24]=[CH:23][CH:22]=1. The catalyst class is: 10. (4) Reactant: C(O)(=O)C.Cl[C:6]1[N:11]=[C:10]([CH:12]([CH3:14])[CH3:13])[CH:9]=[CH:8][N:7]=1.[Br:15][C:16]1[CH:17]=[C:18]([CH:20]=[C:21]([CH3:23])[CH:22]=1)[NH2:19]. Product: [Br:15][C:16]1[CH:17]=[C:18]([NH:19][C:6]2[N:11]=[C:10]([CH:12]([CH3:14])[CH3:13])[CH:9]=[CH:8][N:7]=2)[CH:20]=[C:21]([CH3:23])[CH:22]=1. The catalyst class is: 12. (5) Reactant: [F:1][C:2]1[CH:10]=[CH:9][C:8]([N+:11]([O-:13])=[O:12])=[CH:7][C:3]=1[C:4]([OH:6])=[O:5].S(=O)(=O)(O)O.[CH2:19](O)[CH3:20]. Product: [CH2:19]([O:5][C:4](=[O:6])[C:3]1[CH:7]=[C:8]([N+:11]([O-:13])=[O:12])[CH:9]=[CH:10][C:2]=1[F:1])[CH3:20]. The catalyst class is: 13. (6) Reactant: Cl.[CH3:2][O:3][C:4]1[C:5]2[N:12]=[C:11]([NH:13][C:14]([N:16]3[CH2:21][CH2:20][NH:19][CH2:18][CH2:17]3)=[O:15])[S:10][C:6]=2[N:7]=[CH:8][N:9]=1.C(N(CC)C(C)C)(C)C.Br[CH2:32][C:33]1[CH:38]=[CH:37][C:36]([Cl:39])=[CH:35][C:34]=1[S:40]([CH3:43])(=[O:42])=[O:41].O. Product: [CH3:2][O:3][C:4]1[C:5]2[N:12]=[C:11]([NH:13][C:14]([N:16]3[CH2:17][CH2:18][N:19]([CH2:32][C:33]4[CH:38]=[CH:37][C:36]([Cl:39])=[CH:35][C:34]=4[S:40]([CH3:43])(=[O:42])=[O:41])[CH2:20][CH2:21]3)=[O:15])[S:10][C:6]=2[N:7]=[CH:8][N:9]=1. The catalyst class is: 9. (7) The catalyst class is: 11. Reactant: [F:1][C:2]1[CH:38]=[CH:37][CH:36]=[CH:35][C:3]=1[CH2:4][N:5]([CH3:34])[C:6]([C:8]1[N:9]=[N:10][N:11]([CH2:19][C:20]2[CH:25]=[C:24]([C:26]([F:29])([F:28])[F:27])[CH:23]=[C:22]([C:30]([F:33])([F:32])[F:31])[CH:21]=2)[C:12]=1[C:13]1[CH:18]=[CH:17][CH:16]=[CH:15][CH:14]=1)=O.COC1C=CC(P2(SP(C3C=CC(OC)=CC=3)(=S)S2)=[S:48])=CC=1. Product: [F:1][C:2]1[CH:38]=[CH:37][CH:36]=[CH:35][C:3]=1[CH2:4][N:5]([CH3:34])[C:6]([C:8]1[N:9]=[N:10][N:11]([CH2:19][C:20]2[CH:25]=[C:24]([C:26]([F:29])([F:28])[F:27])[CH:23]=[C:22]([C:30]([F:33])([F:32])[F:31])[CH:21]=2)[C:12]=1[C:13]1[CH:18]=[CH:17][CH:16]=[CH:15][CH:14]=1)=[S:48].